From a dataset of Reaction yield outcomes from USPTO patents with 853,638 reactions. Predict the reaction yield, written as a fraction of the theoretical maximum amount of product (1.0 means a 100% yield; for example, 0.34 means a 34% yield). (1) The reactants are [C:1]([NH:4][C:5]1[CH:6]=[C:7]([N:24]([C:32]2[N:37]=[C:36]([C:38]([F:41])([F:40])[F:39])[CH:35]=[CH:34][N:33]=2)C(=O)OC(C)(C)C)[CH:8]=[C:9]([C:11]2[S:15][C:14]([N:16]3[CH2:22][CH2:21][CH2:20][NH:19][C:18](=[O:23])[CH2:17]3)=[N:13][CH:12]=2)[CH:10]=1)(=[O:3])[CH3:2].FC(F)(F)C(O)=O. The catalyst is ClCCl. The product is [O:23]=[C:18]1[NH:19][CH2:20][CH2:21][CH2:22][N:16]([C:14]2[S:15][C:11]([C:9]3[CH:10]=[C:5]([NH:4][C:1](=[O:3])[CH3:2])[CH:6]=[C:7]([NH:24][C:32]4[N:37]=[C:36]([C:38]([F:39])([F:41])[F:40])[CH:35]=[CH:34][N:33]=4)[CH:8]=3)=[CH:12][N:13]=2)[CH2:17]1. The yield is 0.730. (2) The reactants are C([N-]C(C)C)(C)C.[Li+].[Cl:9][C:10]1[CH:11]=[N:12][CH:13]=[C:14]([Cl:16])[CH:15]=1.[CH:17]1([C@H:23]2[CH2:27][N:26]([C:28]([O:30][C:31]([CH3:34])([CH3:33])[CH3:32])=[O:29])[C@H:25]([CH:35]=[O:36])[CH2:24]2)[CH2:22][CH2:21][CH2:20][CH2:19][CH2:18]1.N1CCCC1. The catalyst is C1COCC1. The product is [CH:17]1([C@H:23]2[CH2:27][N:26]([C:28]([O:30][C:31]([CH3:32])([CH3:33])[CH3:34])=[O:29])[C@H:25]([C@H:35]([C:15]3[C:14]([Cl:16])=[CH:13][N:12]=[CH:11][C:10]=3[Cl:9])[OH:36])[CH2:24]2)[CH2:18][CH2:19][CH2:20][CH2:21][CH2:22]1. The yield is 0.760.